Predict which catalyst facilitates the given reaction. From a dataset of Catalyst prediction with 721,799 reactions and 888 catalyst types from USPTO. (1) Reactant: [H-].[Na+].[OH:3][CH2:4][CH2:5][C:6]1[CH:11]=[CH:10][CH:9]=[CH:8][N:7]=1.[H][H].Cl.[Cl:15][C:16]1[CH:21]=[CH:20][CH:19]=[C:18]([Cl:22])[C:17]=1[C:23]1[CH:27]=[C:26]([C:28]2[CH:33]=[C:32]([NH2:34])[CH:31]=[CH:30][N:29]=2)[O:25][N:24]=1.[CH2:35]=O. Product: [Cl:22][C:18]1[CH:19]=[CH:20][CH:21]=[C:16]([Cl:15])[C:17]=1[C:23]1[CH:27]=[C:26]([C:28]2[CH:33]=[C:32]([NH:34][CH2:35][O:3][CH2:4][CH2:5][C:6]3[CH:11]=[CH:10][CH:9]=[CH:8][N:7]=3)[CH:31]=[CH:30][N:29]=2)[O:25][N:24]=1. The catalyst class is: 30. (2) Reactant: [Br:1][C:2]1[CH:3]=[CH:4][C:5]([F:18])=[C:6]([C@@:8]2([CH:15]([F:17])[F:16])[NH:13][C:12](=O)[CH2:11][O:10][CH2:9]2)[CH:7]=1.P12(SP3(SP(SP(S3)(S1)=S)(=S)S2)=S)=S.[NH3:33].O. Product: [Br:1][C:2]1[CH:3]=[CH:4][C:5]([F:18])=[C:6]([C@:8]2([CH:15]([F:17])[F:16])[CH2:9][O:10][CH2:11][C:12]([NH2:33])=[N:13]2)[CH:7]=1. The catalyst class is: 168. (3) Reactant: [CH3:1][O:2][C:3]1[CH:8]=[CH:7][C:6]([N:9]2[C:13]3[C:14](=[O:18])[NH:15][CH2:16][CH2:17][C:12]=3[C:11]([C:19]#[N:20])=[N:10]2)=[CH:5][CH:4]=1.I[C:22]1[CH:27]=[CH:26][C:25]([C:28]([CH3:37])([CH3:36])[CH2:29][N:30]2[CH2:34][CH2:33][CH2:32][C:31]2=[O:35])=[CH:24][CH:23]=1.C([O-])([O-])=O.[K+].[K+]. Product: [CH3:37][C:28]([C:25]1[CH:24]=[CH:23][C:22]([N:15]2[CH2:16][CH2:17][C:12]3[C:11]([C:19]#[N:20])=[N:10][N:9]([C:6]4[CH:5]=[CH:4][C:3]([O:2][CH3:1])=[CH:8][CH:7]=4)[C:13]=3[C:14]2=[O:18])=[CH:27][CH:26]=1)([CH3:36])[CH2:29][N:30]1[CH2:34][CH2:33][CH2:32][C:31]1=[O:35]. The catalyst class is: 205. (4) Reactant: Cl.[CH:2]1([NH:8][C:9]([C:11]2[C:20]3[C:15](=[CH:16][CH:17]=[CH:18][CH:19]=3)[C:14]([S:21](=[O:30])(=[O:29])[NH:22][CH:23]3[CH2:28][CH2:27][NH:26][CH2:25][CH2:24]3)=[CH:13][CH:12]=2)=[O:10])[CH2:7][CH2:6][CH2:5][CH2:4][CH2:3]1.C(N(CC)CC)C.Cl[C:39]([O:41][CH2:42][CH3:43])=[O:40]. Product: [CH2:42]([O:41][C:39]([N:26]1[CH2:25][CH2:24][CH:23]([NH:22][S:21]([C:14]2[C:15]3[C:20](=[CH:19][CH:18]=[CH:17][CH:16]=3)[C:11]([C:9](=[O:10])[NH:8][CH:2]3[CH2:7][CH2:6][CH2:5][CH2:4][CH2:3]3)=[CH:12][CH:13]=2)(=[O:30])=[O:29])[CH2:28][CH2:27]1)=[O:40])[CH3:43]. The catalyst class is: 4. (5) Reactant: [F:1][C:2]([F:28])([F:27])[C:3]1[CH:22]=[C:21]([C:23]([F:26])([F:25])[F:24])[CH:20]=[CH:19][C:4]=1[CH2:5][O:6][C:7]1[CH:14]=[CH:13][C:10]([CH:11]=O)=[CH:9][C:8]=1[O:15][CH:16]([CH3:18])[CH3:17].[CH3:29][NH:30][C:31]1[CH2:35][S:34][C:33](=[O:36])[N:32]=1.CC(C)([O-])C.[K+].O. Product: [F:1][C:2]([F:27])([F:28])[C:3]1[CH:22]=[C:21]([C:23]([F:26])([F:25])[F:24])[CH:20]=[CH:19][C:4]=1[CH2:5][O:6][C:7]1[CH:14]=[CH:13][C:10](/[CH:11]=[C:35]2/[C:31]([NH:30][CH3:29])=[N:32][C:33](=[O:36])[S:34]/2)=[CH:9][C:8]=1[O:15][CH:16]([CH3:18])[CH3:17]. The catalyst class is: 8. (6) Reactant: [F:1][C:2]1[CH:26]=[CH:25][C:5]2[N:6]=[C:7]([N:18]3[CH2:23][CH2:22][N:21]([CH3:24])[CH2:20][CH2:19]3)[C:8]3[C:13]4[CH:14]=[CH:15][CH:16]=[CH:17][C:12]=4[S:11][C:9]=3[NH:10][C:4]=2[C:3]=1[O:27]C.C(S)(S)C.[Cl-].[Al+3].[Cl-].[Cl-]. Product: [F:1][C:2]1[CH:26]=[CH:25][C:5]2[N:6]=[C:7]([N:18]3[CH2:19][CH2:20][N:21]([CH3:24])[CH2:22][CH2:23]3)[C:8]3[C:13]4[CH:14]=[CH:15][CH:16]=[CH:17][C:12]=4[S:11][C:9]=3[NH:10][C:4]=2[C:3]=1[OH:27]. The catalyst class is: 4.